From a dataset of NCI-60 drug combinations with 297,098 pairs across 59 cell lines. Regression. Given two drug SMILES strings and cell line genomic features, predict the synergy score measuring deviation from expected non-interaction effect. (1) Drug 1: C1CCC(C1)C(CC#N)N2C=C(C=N2)C3=C4C=CNC4=NC=N3. Drug 2: CC=C1C(=O)NC(C(=O)OC2CC(=O)NC(C(=O)NC(CSSCCC=C2)C(=O)N1)C(C)C)C(C)C. Cell line: K-562. Synergy scores: CSS=36.7, Synergy_ZIP=5.03, Synergy_Bliss=5.34, Synergy_Loewe=-35.5, Synergy_HSA=3.48. (2) Drug 1: C1=C(C(=O)NC(=O)N1)N(CCCl)CCCl. Drug 2: CC1=C2C(C(=O)C3(C(CC4C(C3C(C(C2(C)C)(CC1OC(=O)C(C(C5=CC=CC=C5)NC(=O)C6=CC=CC=C6)O)O)OC(=O)C7=CC=CC=C7)(CO4)OC(=O)C)O)C)OC(=O)C. Cell line: SNB-75. Synergy scores: CSS=6.65, Synergy_ZIP=-10.3, Synergy_Bliss=-14.5, Synergy_Loewe=-20.2, Synergy_HSA=-13.7. (3) Drug 1: CC1=CC=C(C=C1)C2=CC(=NN2C3=CC=C(C=C3)S(=O)(=O)N)C(F)(F)F. Drug 2: CC1=C(C(CCC1)(C)C)C=CC(=CC=CC(=CC(=O)O)C)C. Cell line: U251. Synergy scores: CSS=-2.42, Synergy_ZIP=0.119, Synergy_Bliss=-2.62, Synergy_Loewe=-7.58, Synergy_HSA=-6.50. (4) Drug 1: CC12CCC(CC1=CCC3C2CCC4(C3CC=C4C5=CN=CC=C5)C)O. Drug 2: CC=C1C(=O)NC(C(=O)OC2CC(=O)NC(C(=O)NC(CSSCCC=C2)C(=O)N1)C(C)C)C(C)C. Cell line: COLO 205. Synergy scores: CSS=58.4, Synergy_ZIP=1.58, Synergy_Bliss=-1.02, Synergy_Loewe=-66.7, Synergy_HSA=-4.06. (5) Drug 1: C1CN(CCN1C(=O)CCBr)C(=O)CCBr. Drug 2: C(CN)CNCCSP(=O)(O)O. Cell line: HCC-2998. Synergy scores: CSS=35.8, Synergy_ZIP=-3.17, Synergy_Bliss=-5.73, Synergy_Loewe=-23.0, Synergy_HSA=-4.85. (6) Drug 1: COC1=NC(=NC2=C1N=CN2C3C(C(C(O3)CO)O)O)N. Drug 2: CC1CCCC2(C(O2)CC(NC(=O)CC(C(C(=O)C(C1O)C)(C)C)O)C(=CC3=CSC(=N3)C)C)C. Cell line: NCI-H322M. Synergy scores: CSS=31.3, Synergy_ZIP=1.96, Synergy_Bliss=-0.215, Synergy_Loewe=-30.7, Synergy_HSA=-0.653. (7) Drug 1: CC1=C(C(CCC1)(C)C)C=CC(=CC=CC(=CC(=O)O)C)C. Drug 2: CC(C)NC(=O)C1=CC=C(C=C1)CNNC.Cl. Cell line: HL-60(TB). Synergy scores: CSS=35.6, Synergy_ZIP=1.13, Synergy_Bliss=0.291, Synergy_Loewe=-13.7, Synergy_HSA=-0.548. (8) Drug 1: C1CC(=O)NC(=O)C1N2CC3=C(C2=O)C=CC=C3N. Drug 2: C1CN(P(=O)(OC1)NCCCl)CCCl. Cell line: MOLT-4. Synergy scores: CSS=-8.77, Synergy_ZIP=1.27, Synergy_Bliss=-7.45, Synergy_Loewe=-11.1, Synergy_HSA=-11.4. (9) Drug 1: C1CN1P(=S)(N2CC2)N3CC3. Drug 2: C1CC(C1)(C(=O)O)C(=O)O.[NH2-].[NH2-].[Pt+2]. Cell line: NCI-H322M. Synergy scores: CSS=1.46, Synergy_ZIP=0.950, Synergy_Bliss=1.58, Synergy_Loewe=0.565, Synergy_HSA=-0.226.